This data is from Catalyst prediction with 721,799 reactions and 888 catalyst types from USPTO. The task is: Predict which catalyst facilitates the given reaction. (1) Reactant: [F:1][C:2]1[CH:30]=[C:29]([N+:31]([O-:33])=[O:32])[CH:28]=[CH:27][C:3]=1[O:4][C:5]1[C:14]2[C:9](=[CH:10][C:11]([O:17][CH2:18][CH:19]3[CH2:26][CH:22]4[CH2:23][NH:24][CH2:25][CH:21]4[CH2:20]3)=[C:12]([O:15][CH3:16])[CH:13]=2)[N:8]=[CH:7][CH:6]=1.[C:34](#N)C.O.C=O.[BH-](OC(C)=O)(OC(C)=O)OC(C)=O.[Na+]. Product: [F:1][C:2]1[CH:30]=[C:29]([N+:31]([O-:33])=[O:32])[CH:28]=[CH:27][C:3]=1[O:4][C:5]1[C:14]2[C:9](=[CH:10][C:11]([O:17][CH2:18][CH:19]3[CH2:26][CH:22]4[CH2:23][N:24]([CH3:34])[CH2:25][CH:21]4[CH2:20]3)=[C:12]([O:15][CH3:16])[CH:13]=2)[N:8]=[CH:7][CH:6]=1. The catalyst class is: 6. (2) Reactant: [NH2:1][C:2]1[C:11]2[C:6](=[CH:7][CH:8]=[CH:9][CH:10]=2)[C:5]([O:12][C:13]2[CH:18]=[CH:17][N:16]=[C:15]([NH:19][C:20]3[CH:21]=[C:22]([CH:36]=[C:37]([C:39]#[CH:40])[CH:38]=3)[C:23]([NH:25][CH2:26][CH2:27][O:28][CH2:29][CH2:30][O:31][CH2:32][CH2:33][O:34][CH3:35])=[O:24])[N:14]=2)=[CH:4][CH:3]=1.[C:41]([C:45]1[CH:46]=[C:47]([NH:63][S:64]([CH3:67])(=[O:66])=[O:65])[C:48]([O:61][CH3:62])=[C:49]([NH:51][C:52](=O)[O:53]C2C=CC=CC=2)[CH:50]=1)([CH3:44])([CH3:43])[CH3:42].C(OC(C)=O)(C)C. Product: [C:41]([C:45]1[CH:46]=[C:47]([NH:63][S:64]([CH3:67])(=[O:66])=[O:65])[C:48]([O:61][CH3:62])=[C:49]([NH:51][C:52](=[O:53])[NH:1][C:2]2[C:11]3[C:6](=[CH:7][CH:8]=[CH:9][CH:10]=3)[C:5]([O:12][C:13]3[CH:18]=[CH:17][N:16]=[C:15]([NH:19][C:20]4[CH:21]=[C:22]([CH:36]=[C:37]([C:39]#[CH:40])[CH:38]=4)[C:23]([NH:25][CH2:26][CH2:27][O:28][CH2:29][CH2:30][O:31][CH2:32][CH2:33][O:34][CH3:35])=[O:24])[N:14]=3)=[CH:4][CH:3]=2)[CH:50]=1)([CH3:44])([CH3:42])[CH3:43]. The catalyst class is: 424.